From a dataset of Forward reaction prediction with 1.9M reactions from USPTO patents (1976-2016). Predict the product of the given reaction. (1) Given the reactants [CH2:1]([O:3][C:4]([C:6]1[C:11](=[O:12])[N:10]([CH2:13][C:14]2[CH:19]=[CH:18][CH:17]=[C:16]([F:20])[CH:15]=2)[C:9]2[CH:21]=[CH:22][S:23][C:8]=2[C:7]=1[OH:24])=[O:5])[CH3:2].[C:25](OC(C)C)(=O)CC(OC(C)C)=O, predict the reaction product. The product is: [CH:1]([O:3][C:4]([C:6]1[C:11](=[O:12])[N:10]([CH2:13][C:14]2[CH:19]=[CH:18][CH:17]=[C:16]([F:20])[CH:15]=2)[C:9]2[CH:21]=[CH:22][S:23][C:8]=2[C:7]=1[OH:24])=[O:5])([CH3:25])[CH3:2]. (2) The product is: [Cl:1][C:2]1[CH:3]=[CH:4][C:5]2[CH:9]=[C:8]([S:10]([N:13]3[CH2:18][CH2:17][N:16]([CH2:19][CH:20]4[CH2:21][CH2:22][N:23]([C:31]5[CH:32]=[CH:33][N:34]=[C:29]([Cl:28])[N:30]=5)[CH2:24][CH2:25]4)[C:15](=[O:26])[CH2:14]3)(=[O:12])=[O:11])[S:7][C:6]=2[CH:27]=1. Given the reactants [Cl:1][C:2]1[CH:3]=[CH:4][C:5]2[CH:9]=[C:8]([S:10]([N:13]3[CH2:18][CH2:17][N:16]([CH2:19][CH:20]4[CH2:25][CH2:24][NH:23][CH2:22][CH2:21]4)[C:15](=[O:26])[CH2:14]3)(=[O:12])=[O:11])[S:7][C:6]=2[CH:27]=1.[Cl:28][C:29]1[N:34]=[C:33](Cl)[CH:32]=[CH:31][N:30]=1.C(N(C(C)C)CC)(C)C, predict the reaction product.